From a dataset of Forward reaction prediction with 1.9M reactions from USPTO patents (1976-2016). Predict the product of the given reaction. (1) Given the reactants Br[C:2]1[CH:7]=[CH:6][C:5]([S:8][CH3:9])=[C:4]([F:10])[CH:3]=1.C([Li])CCC.[B:16](OC(C)C)([O:21]C(C)C)[O:17]C(C)C.[OH-].[K+], predict the reaction product. The product is: [F:10][C:4]1[CH:3]=[C:2]([B:16]([OH:21])[OH:17])[CH:7]=[CH:6][C:5]=1[S:8][CH3:9]. (2) Given the reactants C([O:8][N:9]([CH:21]=[O:22])[CH2:10][C@@H:11]([CH2:15][CH:16]1[CH2:20][CH2:19][CH2:18][CH2:17]1)[C:12]([OH:14])=O)C1C=CC=CC=1.Cl.ClC(Cl)(Cl)COC(=O)[N:29]([CH:46]1[CH2:51][CH2:50][N:49]([C:52](=[O:59])[C@@H:53]([NH2:58])[C:54]([CH3:57])([CH3:56])[CH3:55])[CH2:48][CH2:47]1)[CH2:30][C:31]1[O:32][CH:33]=[C:34]([O:38]CC2C=CC=CC=2)[C:35](=[O:37])[CH:36]=1, predict the reaction product. The product is: [CH:16]1([CH2:15][C@H:11]([CH2:10][N:9]([CH:21]=[O:22])[OH:8])[C:12]([NH:58][C@H:53]([C:52]([N:49]2[CH2:50][CH2:51][CH:46]([NH:29][CH2:30][C:31]3[O:32][CH:33]=[C:34]([OH:38])[C:35](=[O:37])[CH:36]=3)[CH2:47][CH2:48]2)=[O:59])[C:54]([CH3:55])([CH3:57])[CH3:56])=[O:14])[CH2:17][CH2:18][CH2:19][CH2:20]1. (3) Given the reactants [H-].[Na+].[CH3:3][C:4]1[CH:9]=[CH:8][C:7]([CH:10]([OH:15])[C:11]([F:14])([F:13])[F:12])=[CH:6][CH:5]=1.[NH2:16][C:17]1[N:22]=[C:21](Cl)[CH:20]=[C:19]([Cl:24])[N:18]=1.O, predict the reaction product. The product is: [Cl:24][C:19]1[CH:20]=[C:21]([O:15][CH:10]([C:7]2[CH:8]=[CH:9][C:4]([CH3:3])=[CH:5][CH:6]=2)[C:11]([F:12])([F:13])[F:14])[N:22]=[C:17]([NH2:16])[N:18]=1.